The task is: Predict the product of the given reaction.. This data is from Forward reaction prediction with 1.9M reactions from USPTO patents (1976-2016). (1) Given the reactants [Br:1][C:2]1[C:3]([F:12])=[C:4]([CH:8]=[C:9]([CH3:11])[CH:10]=1)C(O)=O.CC[N:15]([CH:19](C)C)C(C)C.C1C=CC(P(N=[N+]=[N-])(C2C=CC=CC=2)=[O:29])=CC=1.[CH3:39][C:40]([OH:43])([CH3:42])[CH3:41], predict the reaction product. The product is: [Br:1][C:2]1[C:3]([F:12])=[C:4]([NH:15][C:19](=[O:29])[O:43][C:40]([CH3:42])([CH3:41])[CH3:39])[CH:8]=[C:9]([CH3:11])[CH:10]=1. (2) Given the reactants [N:1]1[C:6]2[NH:7][CH:8]=[CH:9][C:5]=2[C:4]([N:10]2[CH2:14][CH2:13][C@@H:12]([N:15]([CH3:24])[C:16]3[CH:23]=[CH:22][C:19]([C:20]#[N:21])=[CH:18][N:17]=3)[CH2:11]2)=[N:3][CH:2]=1.[OH-].[Na+].OO.[O-:29]S([O-])=O.[Na+].[Na+], predict the reaction product. The product is: [N:1]1[C:6]2[NH:7][CH:8]=[CH:9][C:5]=2[C:4]([N:10]2[CH2:14][CH2:13][C@@H:12]([N:15]([CH3:24])[C:16]3[CH:23]=[CH:22][C:19]([C:20]([NH2:21])=[O:29])=[CH:18][N:17]=3)[CH2:11]2)=[N:3][CH:2]=1.